From a dataset of Reaction yield outcomes from USPTO patents with 853,638 reactions. Predict the reaction yield, written as a fraction of the theoretical maximum amount of product (1.0 means a 100% yield; for example, 0.34 means a 34% yield). (1) The reactants are [C:1]([O:10][CH:11]([CH3:13])[CH3:12])(=[O:9])[CH2:2][C:3]([O:5][CH:6]([CH3:8])[CH3:7])=[O:4].[H-].[Na+].CN(C)C=O.[H][H].Br[CH2:24][C:25]([O:30][CH3:31])([O:28][CH3:29])[CH2:26]Br. The catalyst is [Cl-].[NH4+]. The product is [CH3:29][O:28][C:25]1([O:30][CH3:31])[CH2:26][C:2]([C:3]([O:5][CH:6]([CH3:7])[CH3:8])=[O:4])([C:1]([O:10][CH:11]([CH3:13])[CH3:12])=[O:9])[CH2:24]1. The yield is 0.563. (2) The reactants are [CH3:1][N:2]1[CH2:7][CH2:6][N:5]([C:8]2[CH:9]=[N:10][C:11]([N+:14]([O-])=O)=[CH:12][CH:13]=2)[CH2:4][CH2:3]1.[NH4+].[Cl-]. The catalyst is CCO.O.[Fe]. The product is [CH3:1][N:2]1[CH2:7][CH2:6][N:5]([C:8]2[CH:13]=[CH:12][C:11]([NH2:14])=[N:10][CH:9]=2)[CH2:4][CH2:3]1. The yield is 0.600. (3) The reactants are [CH3:1][C:2]1[CH:7]=[CH:6][C:5]([NH:8][C:9](=[O:14])[C:10]([F:13])([F:12])[F:11])=[CH:4][C:3]=1[NH:15][C:16](=O)[C:17]([F:20])([F:19])[F:18].C1C(=O)N(Br)C(=O)C1.C1C=CC(P(C2C=CC=CC=2)C2C=CC=CC=2)=CC=1. The catalyst is C(Cl)(Cl)(Cl)Cl.C1(C)C=CC=CC=1. The product is [F:11][C:10]([F:13])([F:12])[C:9]([NH:8][C:5]1[CH:4]=[C:3]2[C:2]([CH:1]=[C:16]([C:17]([F:20])([F:19])[F:18])[NH:15]2)=[CH:7][CH:6]=1)=[O:14]. The yield is 0.250.